Task: Predict which catalyst facilitates the given reaction.. Dataset: Catalyst prediction with 721,799 reactions and 888 catalyst types from USPTO (1) Reactant: C[O:2][C:3](=[O:22])[CH2:4][CH2:5][O:6][C@H:7]1[CH2:12][CH2:11][C@H:10]([N:13]([C:15]([O:17][C:18]([CH3:21])([CH3:20])[CH3:19])=[O:16])[CH3:14])[CH2:9][CH2:8]1.[Li+].[OH-].OS([O-])(=O)=O.[K+]. Product: [C:18]([O:17][C:15]([N:13]([CH3:14])[C@H:10]1[CH2:11][CH2:12][C@H:7]([O:6][CH2:5][CH2:4][C:3]([OH:22])=[O:2])[CH2:8][CH2:9]1)=[O:16])([CH3:21])([CH3:20])[CH3:19]. The catalyst class is: 1. (2) Reactant: [Br:1][C:2]1[CH:3]=[C:4]([CH:12]=[CH:13][CH:14]=[O:15])[CH:5]=[C:6]([O:10][CH3:11])[C:7]=1[O:8][CH3:9].[CH3:16][N:17]([CH3:25])[C:18]1[CH:19]=[C:20](O)[CH:21]=[CH:22][CH:23]=1.[NH:26]1[CH2:31][CH2:30][O:29][CH2:28][CH2:27]1. Product: [Br:1][C:2]1[CH:3]=[C:4]([CH:12]2[C:21]3[C:22](=[CH:23][C:18]([N:17]([CH3:25])[CH3:16])=[CH:19][CH:20]=3)[O:15][CH:14]([N:26]3[CH2:31][CH2:30][O:29][CH2:28][CH2:27]3)[CH2:13]2)[CH:5]=[C:6]([O:10][CH3:11])[C:7]=1[O:8][CH3:9]. The catalyst class is: 5. (3) Reactant: [C:1]([CH2:9][C:10](OCC)=[O:11])(=O)[C:2]1[CH:7]=[CH:6][CH:5]=[CH:4][CH:3]=1.[CH3:15][O:16][C:17]1[CH:22]=[CH:21][CH:20]=[C:19]([NH2:23])[CH:18]=1.Cl.O1CCOCC1. Product: [C:2]1([C:1]2[CH:9]=[C:10]([OH:11])[C:20]3[C:19](=[CH:18][C:17]([O:16][CH3:15])=[CH:22][CH:21]=3)[N:23]=2)[CH:7]=[CH:6][CH:5]=[CH:4][CH:3]=1. The catalyst class is: 93. (4) Reactant: [NH2:1][C:2]1[N:7]=[CH:6][C:5]([NH:8][C:9](=[O:15])[O:10][C:11]([CH3:14])([CH3:13])[CH3:12])=[CH:4][CH:3]=1.[CH:16]1[C:21]([C:22]([CH2:24]Br)=O)=[CH:20][CH:19]=[C:18]([Br:26])[CH:17]=1. Product: [C:11]([O:10][C:9](=[O:15])[NH:8][C:5]1[CH:4]=[CH:3][C:2]2[N:7]([CH:24]=[C:22]([C:21]3[CH:20]=[CH:19][C:18]([Br:26])=[CH:17][CH:16]=3)[N:1]=2)[CH:6]=1)([CH3:12])([CH3:14])[CH3:13]. The catalyst class is: 8. (5) Reactant: Cl[C:2]1[C:3]2[C:12]([C:13]3[CH:18]=[CH:17][CH:16]=[CH:15][CH:14]=3)=[CH:11][O:10][C:4]=2[N:5]=[C:6]([S:8][CH3:9])[N:7]=1.[CH3:19][O-:20].[Na+].CO. Product: [CH3:19][O:20][C:2]1[C:3]2[C:12]([C:13]3[CH:18]=[CH:17][CH:16]=[CH:15][CH:14]=3)=[CH:11][O:10][C:4]=2[N:5]=[C:6]([S:8][CH3:9])[N:7]=1. The catalyst class is: 18.